Dataset: Peptide-MHC class I binding affinity with 185,985 pairs from IEDB/IMGT. Task: Regression. Given a peptide amino acid sequence and an MHC pseudo amino acid sequence, predict their binding affinity value. This is MHC class I binding data. (1) The peptide sequence is DEPASTEPVHDQLL. The MHC is HLA-A31:01 with pseudo-sequence HLA-A31:01. The binding affinity (normalized) is 0. (2) The binding affinity (normalized) is 0.0847. The peptide sequence is SEYKAAGYL. The MHC is HLA-B08:01 with pseudo-sequence HLA-B08:01. (3) The peptide sequence is RSTLANGWY. The MHC is HLA-A11:01 with pseudo-sequence HLA-A11:01. The binding affinity (normalized) is 0.0847. (4) The peptide sequence is TLAILTALR. The MHC is HLA-A68:01 with pseudo-sequence HLA-A68:01. The binding affinity (normalized) is 0.560. (5) The binding affinity (normalized) is 0.0847. The MHC is HLA-A01:01 with pseudo-sequence HLA-A01:01. The peptide sequence is ELVRKTRFL. (6) The peptide sequence is FLGDDPSPA. The MHC is HLA-A02:01 with pseudo-sequence HLA-A02:01. The binding affinity (normalized) is 0.760. (7) The peptide sequence is YTPQIYTYS. The MHC is Mamu-A01 with pseudo-sequence Mamu-A01. The binding affinity (normalized) is 0.939. (8) The MHC is HLA-A02:01 with pseudo-sequence HLA-A02:01. The binding affinity (normalized) is 0.469. The peptide sequence is ALSTGLIHL.